The task is: Predict the reactants needed to synthesize the given product.. This data is from Full USPTO retrosynthesis dataset with 1.9M reactions from patents (1976-2016). The reactants are: [CH2:1]([N:3]1[C:9]2[CH:10]=[C:11]([NH2:14])[CH:12]=[CH:13][C:8]=2[O:7][CH2:6][CH2:5][CH2:4]1)[CH3:2].C12(CS(O)(=O)=O)C(C)(C)C(CC1)CC2=O.[CH3:30][NH:31][C:32]([C:34]1[S:35][CH:36]=[CH:37][C:38]=1[NH:39][C:40]1[C:45]([Cl:46])=[CH:44][N:43]=[C:42](Cl)[N:41]=1)=[O:33].C(=O)(O)[O-].[Na+]. Given the product [CH3:30][NH:31][C:32]([C:34]1[S:35][CH:36]=[CH:37][C:38]=1[NH:39][C:40]1[C:45]([Cl:46])=[CH:44][N:43]=[C:42]([NH:14][C:11]2[CH:12]=[CH:13][C:8]3[O:7][CH2:6][CH2:5][CH2:4][N:3]([CH2:1][CH3:2])[C:9]=3[CH:10]=2)[N:41]=1)=[O:33], predict the reactants needed to synthesize it.